Dataset: Buchwald-Hartwig C-N cross coupling reaction yields with 55,370 reactions. Task: Predict the reaction yield, written as a fraction of the theoretical maximum amount of product (1.0 means a 100% yield; for example, 0.34 means a 34% yield). (1) The reactants are COc1ccc(I)cc1.Cc1ccc(N)cc1.O=S(=O)(O[Pd]1c2ccccc2-c2ccccc2N~1)C(F)(F)F.COc1ccc(OC)c(P([C@]23C[C@H]4C[C@H](C[C@H](C4)C2)C3)[C@]23C[C@H]4C[C@H](C[C@H](C4)C2)C3)c1-c1c(C(C)C)cc(C(C)C)cc1C(C)C.CN(C)C(=NC(C)(C)C)N(C)C.c1ccc(-c2cnoc2)cc1. No catalyst specified. The product is COc1ccc(Nc2ccc(C)cc2)cc1. The yield is 0.475. (2) The reactants are FC(F)(F)c1ccc(I)cc1.Cc1ccc(N)cc1.O=S(=O)(O[Pd]1c2ccccc2-c2ccccc2N~1)C(F)(F)F.CC(C)c1cc(C(C)C)c(-c2ccccc2P(C(C)(C)C)C(C)(C)C)c(C(C)C)c1.CN1CCCN2CCCN=C12.Cc1cc(C)on1. No catalyst specified. The product is Cc1ccc(Nc2ccc(C(F)(F)F)cc2)cc1. The yield is 0.459. (3) The reactants are Ic1cccnc1.Cc1ccc(N)cc1.O=S(=O)(O[Pd]1c2ccccc2-c2ccccc2N~1)C(F)(F)F.COc1ccc(OC)c(P([C@]23C[C@H]4C[C@H](C[C@H](C4)C2)C3)[C@]23C[C@H]4C[C@H](C[C@H](C4)C2)C3)c1-c1c(C(C)C)cc(C(C)C)cc1C(C)C.CN(C)C(=NC(C)(C)C)N(C)C.Cc1cc(-c2ccccc2)on1. No catalyst specified. The product is Cc1ccc(Nc2cccnc2)cc1. The yield is 0.648. (4) The reactants are CCc1ccc(I)cc1.Cc1ccc(N)cc1.O=S(=O)(O[Pd]1c2ccccc2-c2ccccc2N~1)C(F)(F)F.COc1ccc(OC)c(P(C(C)(C)C)C(C)(C)C)c1-c1c(C(C)C)cc(C(C)C)cc1C(C)C.CN1CCCN2CCCN=C12.CCOC(=O)c1cnoc1C. No catalyst specified. The product is CCc1ccc(Nc2ccc(C)cc2)cc1. The yield is 0.599. (5) The product is COc1ccc(Nc2ccc(C)cc2)cc1. The yield is 0.490. No catalyst specified. The reactants are COc1ccc(I)cc1.Cc1ccc(N)cc1.O=S(=O)(O[Pd]1c2ccccc2-c2ccccc2N~1)C(F)(F)F.COc1ccc(OC)c(P(C(C)(C)C)C(C)(C)C)c1-c1c(C(C)C)cc(C(C)C)cc1C(C)C.CN1CCCN2CCCN=C12.COC(=O)c1cc(-c2ccco2)on1. (6) The reactants are CCc1ccc(Cl)cc1.Cc1ccc(N)cc1.O=S(=O)(O[Pd]1c2ccccc2-c2ccccc2N~1)C(F)(F)F.COc1ccc(OC)c(P(C(C)(C)C)C(C)(C)C)c1-c1c(C(C)C)cc(C(C)C)cc1C(C)C.CN1CCCN2CCCN=C12.Fc1cccc(F)c1-c1ccno1. No catalyst specified. The product is CCc1ccc(Nc2ccc(C)cc2)cc1. The yield is 0.0660. (7) The reactants are COc1ccc(Cl)cc1.Cc1ccc(N)cc1.O=S(=O)(O[Pd]1c2ccccc2-c2ccccc2N~1)C(F)(F)F.COc1ccc(OC)c(P([C@]23C[C@H]4C[C@H](C[C@H](C4)C2)C3)[C@]23C[C@H]4C[C@H](C[C@H](C4)C2)C3)c1-c1c(C(C)C)cc(C(C)C)cc1C(C)C.CCN=P(N=P(N(C)C)(N(C)C)N(C)C)(N(C)C)N(C)C.Cc1ccon1. No catalyst specified. The product is COc1ccc(Nc2ccc(C)cc2)cc1. The yield is 0. (8) The reactants are COc1ccc(Cl)cc1.Cc1ccc(N)cc1.O=S(=O)(O[Pd]1c2ccccc2-c2ccccc2N~1)C(F)(F)F.COc1ccc(OC)c(P([C@]23C[C@H]4C[C@H](C[C@H](C4)C2)C3)[C@]23C[C@H]4C[C@H](C[C@H](C4)C2)C3)c1-c1c(C(C)C)cc(C(C)C)cc1C(C)C.CN1CCCN2CCCN=C12.CCOC(=O)c1cc(C)on1. No catalyst specified. The product is COc1ccc(Nc2ccc(C)cc2)cc1. The yield is 0.00365. (9) The yield is 0.252. No catalyst specified. The product is COc1ccc(Nc2ccc(C)cc2)cc1. The reactants are COc1ccc(Br)cc1.Cc1ccc(N)cc1.O=S(=O)(O[Pd]1c2ccccc2-c2ccccc2N~1)C(F)(F)F.CC(C)c1cc(C(C)C)c(-c2ccccc2P(C2CCCCC2)C2CCCCC2)c(C(C)C)c1.CCN=P(N=P(N(C)C)(N(C)C)N(C)C)(N(C)C)N(C)C.CCOC(=O)c1cc(OC)no1. (10) The reactants are FC(F)(F)c1ccc(I)cc1.Cc1ccc(N)cc1.O=S(=O)(O[Pd]1c2ccccc2-c2ccccc2N~1)C(F)(F)F.CC(C)c1cc(C(C)C)c(-c2ccccc2P(C(C)(C)C)C(C)(C)C)c(C(C)C)c1.CN(C)C(=NC(C)(C)C)N(C)C.c1ccc(CN(Cc2ccccc2)c2ccno2)cc1. The yield is 0.349. The product is Cc1ccc(Nc2ccc(C(F)(F)F)cc2)cc1. No catalyst specified.